Task: Predict the reactants needed to synthesize the given product.. Dataset: Full USPTO retrosynthesis dataset with 1.9M reactions from patents (1976-2016) (1) Given the product [OH:18]/[N:17]=[CH:1]/[C:3]1[C:11]2[N:7]([CH:8]=[CH:9][CH:10]=2)[C:6]([C:12]([O:14][CH2:15][CH3:16])=[O:13])=[CH:5][CH:4]=1, predict the reactants needed to synthesize it. The reactants are: [CH:1]([C:3]1[C:11]2[N:7]([CH:8]=[CH:9][CH:10]=2)[C:6]([C:12]([O:14][CH2:15][CH3:16])=[O:13])=[CH:5][CH:4]=1)=O.[NH2:17][OH:18].Cl.CC([O-])=O.[Na+]. (2) Given the product [F:1][C:2]([F:22])([F:23])[C:3]1([C:18]([F:21])([F:20])[F:19])[C:7](=[O:8])[N:6]([C@@H:9]([CH2:13][CH:14]([CH3:15])[CH3:16])[C:10]([NH:45][C@H:46]([CH3:55])[CH2:47][C:48]([OH:50])=[O:49])=[O:11])[C:5](=[O:17])[N:4]1[CH2:38][C:37]1[CH:40]=[CH:41][C:34]([NH:33][C:32]([NH:31][C:26]2[CH:27]=[CH:28][CH:29]=[CH:30][C:25]=2[CH3:24])=[O:44])=[C:35]([O:42][CH3:43])[CH:36]=1, predict the reactants needed to synthesize it. The reactants are: [F:1][C:2]([F:23])([F:22])[C:3]1([C:18]([F:21])([F:20])[F:19])[C:7](=[O:8])[N:6]([C@@H:9]([CH2:13][CH:14]([CH3:16])[CH3:15])[C:10](O)=[O:11])[C:5](=[O:17])[NH:4]1.[CH3:24][C:25]1[CH:30]=[CH:29][CH:28]=[CH:27][C:26]=1[NH:31][C:32](=[O:44])[NH:33][C:34]1[CH:41]=[CH:40][C:37]([CH2:38]Cl)=[CH:36][C:35]=1[O:42][CH3:43].[NH2:45][C@H:46]([CH3:55])[CH2:47][C:48]([O:50]C(C)(C)C)=[O:49]. (3) Given the product [N:7]1[N:14]2[C:10]([CH2:11][S:12][CH2:13]2)=[CH:9][C:8]=1[CH:15]=[O:16], predict the reactants needed to synthesize it. The reactants are: C(Cl)(=O)C(Cl)=O.[N:7]1[N:14]2[C:10]([CH2:11][S:12][CH2:13]2)=[CH:9][C:8]=1[CH2:15][OH:16].[Cl-].[NH4+]. (4) Given the product [NH2:1][C:4]1[CH:5]=[C:6]([CH:21]=[CH:22][CH:23]=1)[O:7][CH:8]1[CH2:13][CH2:12][N:11]([C:14]([O:16][C:17]([CH3:20])([CH3:18])[CH3:19])=[O:15])[CH2:10][CH2:9]1, predict the reactants needed to synthesize it. The reactants are: [N+:1]([C:4]1[CH:5]=[C:6]([CH:21]=[CH:22][CH:23]=1)[O:7][CH:8]1[CH2:13][CH2:12][N:11]([C:14]([O:16][C:17]([CH3:20])([CH3:19])[CH3:18])=[O:15])[CH2:10][CH2:9]1)([O-])=O. (5) Given the product [C:20]([O:19][C:17]([NH:16][C:9]1[C:10]2[C:15](=[CH:14][CH:13]=[CH:12][CH:11]=2)[C:6]([N+:3]([O-:5])=[O:4])=[CH:7][CH:8]=1)=[O:18])([CH3:23])([CH3:22])[CH3:21], predict the reactants needed to synthesize it. The reactants are: [H-].[Na+].[N+:3]([C:6]1[C:15]2[C:10](=[CH:11][CH:12]=[CH:13][CH:14]=2)[C:9]([NH2:16])=[CH:8][CH:7]=1)([O-:5])=[O:4].[C:17](O[C:17]([O:19][C:20]([CH3:23])([CH3:22])[CH3:21])=[O:18])([O:19][C:20]([CH3:23])([CH3:22])[CH3:21])=[O:18]. (6) Given the product [F:1][C:2]1[C:3]2[NH:9][C:10](=[O:11])[NH:8][C:4]=2[CH:5]=[CH:6][CH:7]=1, predict the reactants needed to synthesize it. The reactants are: [F:1][C:2]1[CH:7]=[CH:6][CH:5]=[C:4]([NH2:8])[C:3]=1[NH2:9].[C:10](N1C=CN=C1)(N1C=CN=C1)=[O:11].N. (7) Given the product [CH2:23]([O:22][CH2:21][C@@H:18]1[N:17]2[C:16]3[C:15]4[C:10](=[CH:11][CH:12]=[CH:13][CH:14]=4)[N:9]=[CH:8][C:7]=3[N:6]=[C:3]2[CH2:2][O:20][CH2:19]1)[C:24]1[CH:29]=[CH:28][CH:27]=[CH:26][CH:25]=1, predict the reactants needed to synthesize it. The reactants are: Cl[CH2:2][C:3](Cl)=O.[NH2:6][C:7]1[CH:8]=[N:9][C:10]2[C:15]([C:16]=1[NH:17][C@@H:18]([CH2:21][O:22][CH2:23][C:24]1[CH:29]=[CH:28][CH:27]=[CH:26][CH:25]=1)[CH2:19][OH:20])=[CH:14][CH:13]=[CH:12][CH:11]=2.C(N(CC)CC)C.C(=O)([O-])[O-].[K+].[K+]. (8) The reactants are: C[Si]([N-][Si](C)(C)C)(C)C.[Na+].Cl[C:12]1[CH:17]=[CH:16][N:15]=[C:14]([C:18]([OH:20])=[O:19])[CH:13]=1.C[Si]([N-][Si](C)(C)C)(C)C.[K+].OS([O-])(=O)=O.[Na+]. Given the product [CH2:18]([O:19][C:12]1[CH:17]=[CH:16][N:15]=[C:14]([C:18]([OH:20])=[O:19])[CH:13]=1)[CH2:14][CH2:13][CH3:12], predict the reactants needed to synthesize it. (9) The reactants are: [CH3:1][C:2]1[O:3][CH2:4][CH2:5][C:6]([CH3:9])([CH3:8])[N:7]=1.[N+:10]([C:13]1[CH:18]=[CH:17][C:16]([OH:19])=[CH:15][CH:14]=1)([O-:12])=[O:11]. Given the product [CH3:8][C:6]([NH:7][C:2](=[O:3])[CH3:1])([CH3:9])[CH2:5][CH2:4][O:19][C:16]1[CH:17]=[CH:18][C:13]([N+:10]([O-:12])=[O:11])=[CH:14][CH:15]=1, predict the reactants needed to synthesize it. (10) Given the product [CH3:1][O:2][C:3]1[C:8]([C:9]([NH:30][CH:27]2[CH2:28][CH2:29][O:24][CH2:25][CH2:26]2)=[O:23])=[C:7]([NH:12][C:11]([C:13]2[C:22]3[C:17](=[CH:18][CH:19]=[CH:20][CH:21]=3)[CH:16]=[CH:15][CH:14]=2)=[O:10])[CH:6]=[CH:5][CH:4]=1, predict the reactants needed to synthesize it. The reactants are: [CH3:1][O:2][C:3]1[C:8]2[C:9](=[O:23])[O:10][C:11]([C:13]3[C:22]4[C:17](=[CH:18][CH:19]=[CH:20][CH:21]=4)[CH:16]=[CH:15][CH:14]=3)=[N:12][C:7]=2[CH:6]=[CH:5][CH:4]=1.[O:24]1[CH2:29][CH2:28][CH:27]([NH2:30])[CH2:26][CH2:25]1.